Dataset: hERG potassium channel inhibition data for cardiac toxicity prediction from Karim et al.. Task: Regression/Classification. Given a drug SMILES string, predict its toxicity properties. Task type varies by dataset: regression for continuous values (e.g., LD50, hERG inhibition percentage) or binary classification for toxic/non-toxic outcomes (e.g., AMES mutagenicity, cardiotoxicity, hepatotoxicity). Dataset: herg_karim. (1) The drug is CC(C)(O)c1ccc(C#Cc2cccc(-n3cc(C(=O)NC4CC4)c(=O)c4cccnc43)c2)c[n+]1[O-]. The result is 0 (non-blocker). (2) The drug is O=C(NCCCCN1CCN(c2cccc(Cl)c2Cl)CC1)c1cc2ccccc2cn1. The result is 1 (blocker). (3) The drug is O=C([C@@H]1C[C@H]1c1ccc(C(F)(F)F)cc1)N1CCN(S(=O)(=O)c2cc(CCO)cc(C(F)(F)F)c2)CC1. The result is 1 (blocker). (4) The molecule is COc1ccc(N(C(=O)Oc2c(C)cccc2C)c2ccnc(Nc3ccc(N4CCN(C)CC4)cc3)n2)c(OC)c1. The result is 0 (non-blocker). (5) The compound is Cc1nc2ccc(-n3ncc(C(=O)c4cc5ccccc5[nH]4)c3N)cc2[nH]1. The result is 1 (blocker). (6) The result is 0 (non-blocker). The compound is O=C1COc2ccc(CNC34CCC(CCc5c(F)cnc6ccc(OCC7(C(=O)O)CC7)nc56)(CC3)OC4)nc2N1. (7) The drug is CN1CCN(c2ccc3nc(N)n(CC(O)c4ccc(C(F)(F)F)cc4Cl)c3n2)CC1. The result is 0 (non-blocker). (8) The molecule is Cc1nccn1CC1CCc2c(c3ccccc3n2C)C1=O. The result is 1 (blocker). (9) The drug is CN1CCC[C@@H]1Cn1nc(Cc2ccc(Cl)cc2)c2cnccc2c1=O. The result is 1 (blocker).